Dataset: Peptide-MHC class II binding affinity with 134,281 pairs from IEDB. Task: Regression. Given a peptide amino acid sequence and an MHC pseudo amino acid sequence, predict their binding affinity value. This is MHC class II binding data. (1) The binding affinity (normalized) is 0. The MHC is HLA-DQA10101-DQB10501 with pseudo-sequence HLA-DQA10101-DQB10501. The peptide sequence is LTKKGNVWEVKSSKP. (2) The peptide sequence is LGLTQPFLGLCAFLA. The binding affinity (normalized) is 0.426. The MHC is DRB1_0404 with pseudo-sequence DRB1_0404. (3) The peptide sequence is LKGSETTVTERIFRE. The MHC is DRB1_0101 with pseudo-sequence DRB1_0101. The binding affinity (normalized) is 0.